Dataset: Full USPTO retrosynthesis dataset with 1.9M reactions from patents (1976-2016). Task: Predict the reactants needed to synthesize the given product. (1) Given the product [F:33][C:32]([F:35])([F:34])[C:30]([OH:53])=[O:29].[C:27]([C:24]1[CH:25]=[CH:26][C:21]([NH:20][CH:19]([C:36]2[C:37]([F:48])=[C:38]3[C:43](=[C:44]([O:46][CH3:47])[CH:45]=2)[O:42][CH2:41][CH2:40][CH2:39]3)[C:15]2[NH:16][C:17](=[O:18])[N:13]([C:9]3[N:10]=[CH:11][S:12][C:8]=3[C:6]([OH:7])=[O:5])[N:14]=2)=[CH:22][CH:23]=1)(=[NH:28])[NH2:31], predict the reactants needed to synthesize it. The reactants are: CO.C([O:5][C:6]([C:8]1[S:12][CH:11]=[N:10][C:9]=1[N:13]1[C:17](=[O:18])[NH:16][C:15]([CH:19]([C:36]2[C:37]([F:48])=[C:38]3[C:43](=[C:44]([O:46][CH3:47])[CH:45]=2)[O:42][CH2:41][CH2:40][CH2:39]3)[NH:20][C:21]2[CH:26]=[CH:25][C:24]([C:27]3[N:31]=[C:30]([C:32]([F:35])([F:34])[F:33])[O:29][N:28]=3)=[CH:23][CH:22]=2)=[N:14]1)=[O:7])C.[OH-].[Na+].C(O)(=[O:53])C. (2) Given the product [Cl:1][C:2]1[CH:29]=[CH:28][C:5]2[N:6]3[C:10]([CH2:11][N:12]([CH3:14])[CH2:13][C:4]=2[CH:3]=1)=[N:9][N:8]=[C:7]3[C@H:15]1[CH2:16][CH2:17][C@@H:18]([C:21]2[CH:26]=[CH:25][CH:24]=[CH:23][C:22]=2[CH3:27])[CH2:19][CH2:20]1.[Cl:1][C:2]1[CH:29]=[CH:28][C:5]2[N:6]3[C:10]([CH2:11][N:12]([CH3:14])[CH2:13][C:4]=2[CH:3]=1)=[N:9][N:8]=[C:7]3[C@H:15]1[CH2:16][CH2:17][C@H:18]([C:21]2[CH:26]=[CH:25][CH:24]=[CH:23][C:22]=2[CH3:27])[CH2:19][CH2:20]1.[CH3:14][N:12]1[CH2:11][C:10]2[N:6]([C:7]([C@H:15]3[CH2:16][CH2:17][C@@H:18]([C:21]4[CH:26]=[CH:25][CH:24]=[CH:23][C:22]=4[CH3:27])[CH2:19][CH2:20]3)=[N:8][N:9]=2)[C:5]2[CH:28]=[CH:29][CH:2]=[CH:3][C:4]=2[CH2:13]1, predict the reactants needed to synthesize it. The reactants are: [Cl:1][C:2]1[CH:29]=[CH:28][C:5]2[N:6]3[C:10]([CH2:11][N:12]([CH3:14])[CH2:13][C:4]=2[CH:3]=1)=[N:9][N:8]=[C:7]3[CH:15]1[CH2:20][CH2:19][C:18]([C:21]2[CH:26]=[CH:25][CH:24]=[CH:23][C:22]=2[CH3:27])=[CH:17][CH2:16]1.[H][H]. (3) Given the product [OH:4][NH:3][C:23]([C:20]1[N:21]=[N:22][C:17]([N:14]2[CH2:13][CH2:12][N:11]([C:9](=[O:10])[C:8]3[CH:25]=[CH:26][CH:27]=[CH:28][C:7]=3[C:6]([F:30])([F:29])[F:5])[CH2:16][CH2:15]2)=[CH:18][CH:19]=1)=[NH:24], predict the reactants needed to synthesize it. The reactants are: [Na].Cl.[NH2:3][OH:4].[F:5][C:6]([F:30])([F:29])[C:7]1[CH:28]=[CH:27][CH:26]=[CH:25][C:8]=1[C:9]([N:11]1[CH2:16][CH2:15][N:14]([C:17]2[N:22]=[N:21][C:20]([C:23]#[N:24])=[CH:19][CH:18]=2)[CH2:13][CH2:12]1)=[O:10]. (4) Given the product [C:1]([O:5][C:6](=[O:20])[NH:7][CH2:8][C:9]1[CH:14]=[C:13]([CH:15]=[CH2:16])[C:12]([NH:17][S:29]([CH3:28])(=[O:31])=[O:30])=[CH:11][C:10]=1[O:18][CH3:19])([CH3:4])([CH3:2])[CH3:3], predict the reactants needed to synthesize it. The reactants are: [C:1]([O:5][C:6](=[O:20])[NH:7][CH2:8][C:9]1[CH:14]=[C:13]([CH:15]=[CH2:16])[C:12]([NH2:17])=[CH:11][C:10]=1[O:18][CH3:19])([CH3:4])([CH3:3])[CH3:2].C(N(CC)CC)C.[CH3:28][S:29](Cl)(=[O:31])=[O:30]. (5) Given the product [CH3:37][O:36][C:21]1[C:20]2[C:25](=[CH:26][CH:27]=[C:18]([S:16][C:13]3[N:11]4[CH:12]=[C:7]([C:5]5[CH:4]=[N:3][N:2]([CH3:1])[CH:6]=5)[CH:8]=[CH:9][C:10]4=[N:15][N:14]=3)[CH:19]=2)[N:24]=[CH:23][C:22]=1[C:28]1[CH:29]=[N:30][N:31]([CH2:33][CH2:34][OH:35])[CH:32]=1, predict the reactants needed to synthesize it. The reactants are: [CH3:1][N:2]1[CH:6]=[C:5]([C:7]2[CH:8]=[CH:9][C:10]3[N:11]([C:13]([SH:16])=[N:14][N:15]=3)[CH:12]=2)[CH:4]=[N:3]1.Br[C:18]1[CH:19]=[C:20]2[C:25](=[CH:26][CH:27]=1)[N:24]=[CH:23][C:22]([C:28]1[CH:29]=[N:30][N:31]([CH2:33][CH2:34][OH:35])[CH:32]=1)=[C:21]2[O:36][CH3:37].C1(P(C2C=CC=CC=2)C2C3OC4C(=CC=CC=4P(C4C=CC=CC=4)C4C=CC=CC=4)C(C)(C)C=3C=CC=2)C=CC=CC=1.C(N(CC)C(C)C)(C)C. (6) Given the product [CH3:1][O:2][CH2:3][CH2:4][O:5][C:6]1[CH:11]=[CH:10][N:9]2[C:12]([C:15]3[CH:24]=[CH:23][C:22]4[C:17](=[C:18]([O:25][CH:27]5[CH2:32][CH2:31][N:30]([C:33]([O:35][C:36]([CH3:39])([CH3:38])[CH3:37])=[O:34])[CH2:29][CH2:28]5)[CH:19]=[CH:20][CH:21]=4)[N:16]=3)=[CH:13][N:14]=[C:8]2[CH:7]=1, predict the reactants needed to synthesize it. The reactants are: [CH3:1][O:2][CH2:3][CH2:4][O:5][C:6]1[CH:11]=[CH:10][N:9]2[C:12]([C:15]3[CH:24]=[CH:23][C:22]4[C:17](=[C:18]([OH:25])[CH:19]=[CH:20][CH:21]=4)[N:16]=3)=[CH:13][N:14]=[C:8]2[CH:7]=1.O[CH:27]1[CH2:32][CH2:31][N:30]([C:33]([O:35][C:36]([CH3:39])([CH3:38])[CH3:37])=[O:34])[CH2:29][CH2:28]1.C1(P(C2C=CC=CC=2)C2C=CC=CC=2)C=CC=CC=1.N(C(OCC)=O)=NC(OCC)=O. (7) The reactants are: [C:1]([C:3]1[C:4]([C:17]2[CH:22]=[CH:21][C:20]([CH3:23])=[CH:19][CH:18]=2)=[C:5]([C:14]([OH:16])=O)[S:6][C:7]=1[N:8]1[CH2:13][CH2:12][O:11][CH2:10][CH2:9]1)#[N:2].C1C=CC2N(O)N=[N:30]C=2C=1.CCN=C=NCCCN(C)C.N. Given the product [C:1]([C:3]1[C:4]([C:17]2[CH:18]=[CH:19][C:20]([CH3:23])=[CH:21][CH:22]=2)=[C:5]([C:14]([NH2:30])=[O:16])[S:6][C:7]=1[N:8]1[CH2:13][CH2:12][O:11][CH2:10][CH2:9]1)#[N:2], predict the reactants needed to synthesize it.